Dataset: Full USPTO retrosynthesis dataset with 1.9M reactions from patents (1976-2016). Task: Predict the reactants needed to synthesize the given product. (1) Given the product [CH2:1]([S:8][CH2:9][CH:10]([CH2:21][CH2:22][C:23]([OH:25])=[O:24])[C:11]([OH:13])=[O:12])[C:2]1[CH:3]=[CH:4][CH:5]=[CH:6][CH:7]=1, predict the reactants needed to synthesize it. The reactants are: [CH2:1]([S:8][CH2:9][CH:10]([CH2:21][CH2:22][C:23]([O:25]CC1C=CC=CC=1)=[O:24])[C:11]([O:13]CC1C=CC=CC=1)=[O:12])[C:2]1[CH:7]=[CH:6][CH:5]=[CH:4][CH:3]=1.[OH-].[Na+]. (2) Given the product [OH:1][C:2]1[CH:3]=[C:4]([CH:15]=[CH:16][C:17]=1[O:18][CH3:19])[CH2:5][CH:6]([C:11]([O:13][CH3:14])=[O:12])[C:7]([O:9][CH3:10])=[O:8], predict the reactants needed to synthesize it. The reactants are: [OH:1][C:2]1[CH:3]=[C:4]([CH:15]=[CH:16][C:17]=1[O:18][CH3:19])[CH:5]=[C:6]([C:11]([O:13][CH3:14])=[O:12])[C:7]([O:9][CH3:10])=[O:8]. (3) Given the product [C:1]([O-:13])(=[O:12])[CH2:2][C:3]([CH2:8][C:9]([O-:11])=[O:10])([C:5]([O-:7])=[O:6])[OH:4].[Na+:18].[Na+:18].[Na+:18].[C:1]([OH:13])(=[O:12])[CH2:2][C:3]([CH2:8][C:9]([OH:11])=[O:10])([C:5]([OH:7])=[O:6])[OH:4], predict the reactants needed to synthesize it. The reactants are: [C:1]([OH:13])(=[O:12])[CH2:2][C:3]([CH2:8][C:9]([OH:11])=[O:10])([C:5]([OH:7])=[O:6])[OH:4].C(=O)(O)[O-].[Na+:18]. (4) Given the product [P:37]([OH:40])([OH:31])([OH:38])=[O:36].[C:16]1([N:9]([C:6]2[CH:5]=[CH:4][CH:3]=[CH:8][CH:7]=2)[C:10]2[CH:15]=[CH:14][CH:13]=[CH:12][CH:11]=2)[CH:17]=[CH:18][CH:19]=[CH:20][CH:21]=1, predict the reactants needed to synthesize it. The reactants are: OC[C:3]1[CH:8]=[CH:7][C:6]([N:9]([C:16]2[CH:21]=[CH:20][C:19](CO)=[CH:18][CH:17]=2)[C:10]2[CH:15]=[CH:14][CH:13]=[CH:12][CH:11]=2)=[CH:5][CH:4]=1.C1(C)C=CC(S(Cl)(=O)=[O:31])=CC=1.C[O:36][P:37]([O:40]C)[O:38]C. (5) Given the product [CH3:11][N:3]1[C:4](=[O:10])[C:5]2[CH:9]=[CH:8][S:7][C:6]=2[N:1]=[N:2]1, predict the reactants needed to synthesize it. The reactants are: [N:1]1[C:6]2[S:7][CH:8]=[CH:9][C:5]=2[C:4](=[O:10])[NH:3][N:2]=1.[C:11](=O)([O-])[O-].[K+].[K+].IC.[I-].[K+]. (6) Given the product [CH3:37][O:36][C:35]1[C:30]([C:9]2[CH2:14][CH2:13][N:12]([C:15]([O:17][C:18]([CH3:19])([CH3:20])[CH3:21])=[O:16])[CH2:11][CH:10]=2)=[N:31][CH:32]=[CH:33][CH:34]=1, predict the reactants needed to synthesize it. The reactants are: CC1(C)C(C)(C)OB([C:9]2[CH2:14][CH2:13][N:12]([C:15]([O:17][C:18]([CH3:21])([CH3:20])[CH3:19])=[O:16])[CH2:11][CH:10]=2)O1.C([O-])([O-])=O.[Na+].[Na+].Br[C:30]1[C:35]([O:36][CH3:37])=[CH:34][CH:33]=[CH:32][N:31]=1.